Predict the reactants needed to synthesize the given product. From a dataset of Full USPTO retrosynthesis dataset with 1.9M reactions from patents (1976-2016). Given the product [F:31][C:30]([F:33])([F:32])[C:28]([OH:34])=[O:29].[F:27][C:2]([F:1])([F:26])[C:3]1[CH:8]=[CH:7][CH:6]=[CH:5][C:4]=1[CH2:9][NH:10][C:11]([CH:13]1[CH2:18][CH2:17][NH:16][CH2:15][CH2:14]1)=[O:12], predict the reactants needed to synthesize it. The reactants are: [F:1][C:2]([F:27])([F:26])[C:3]1[CH:8]=[CH:7][CH:6]=[CH:5][C:4]=1[CH2:9][NH:10][C:11]([CH:13]1[CH2:18][CH2:17][N:16](C(OC(C)(C)C)=O)[CH2:15][CH2:14]1)=[O:12].[C:28]([OH:34])([C:30]([F:33])([F:32])[F:31])=[O:29].